This data is from Peptide-MHC class I binding affinity with 185,985 pairs from IEDB/IMGT. The task is: Regression. Given a peptide amino acid sequence and an MHC pseudo amino acid sequence, predict their binding affinity value. This is MHC class I binding data. (1) The peptide sequence is VTFQGKFKK. The MHC is BoLA-T2a with pseudo-sequence BoLA-T2a. The binding affinity (normalized) is 0.297. (2) The MHC is HLA-B51:01 with pseudo-sequence HLA-B51:01. The binding affinity (normalized) is 0.0847. The peptide sequence is FTARIIIFS. (3) The peptide sequence is RQGSTPLAL. The MHC is H-2-Kb with pseudo-sequence H-2-Kb. The binding affinity (normalized) is 0.0840. (4) The peptide sequence is YTAFTIPSI. The MHC is HLA-A02:06 with pseudo-sequence HLA-A02:06. The binding affinity (normalized) is 0.978. (5) The peptide sequence is GRYNCKCCW. The MHC is Mamu-B17 with pseudo-sequence Mamu-B17. The binding affinity (normalized) is 0.509. (6) The peptide sequence is IEELREHLL. The MHC is HLA-B08:01 with pseudo-sequence HLA-B08:01. The binding affinity (normalized) is 0.